From a dataset of Reaction yield outcomes from USPTO patents with 853,638 reactions. Predict the reaction yield, written as a fraction of the theoretical maximum amount of product (1.0 means a 100% yield; for example, 0.34 means a 34% yield). The reactants are [CH3:1][O:2][CH2:3][CH2:4][O:5][C:6]1[CH:7]=[C:8]2[C:12](=[C:13]([N:15]([CH3:25])[S:16]([C:19]3[CH:24]=[CH:23][CH:22]=[CH:21][N:20]=3)(=[O:18])=[O:17])[CH:14]=1)[NH:11][C:10]([C:26]([OH:28])=O)=[CH:9]2.Cl.[CH3:30][O:31][C:32](=[O:44])[C@H:33]([CH2:35][S:36][CH2:37][C:38]1[CH:43]=[CH:42][CH:41]=[CH:40][CH:39]=1)[NH2:34].N1(O)C2C=CC=CC=2N=N1.Cl.CN(C)CCCN=C=NCC. The catalyst is CN(C)C=O.C(N(CC)CC)C. The product is [CH3:30][O:31][C:32](=[O:44])[C@H:33]([CH2:35][S:36][CH2:37][C:38]1[CH:43]=[CH:42][CH:41]=[CH:40][CH:39]=1)[NH:34][C:26]([C:10]1[NH:11][C:12]2[C:8]([CH:9]=1)=[CH:7][C:6]([O:5][CH2:4][CH2:3][O:2][CH3:1])=[CH:14][C:13]=2[N:15]([CH3:25])[S:16]([C:19]1[CH:24]=[CH:23][CH:22]=[CH:21][N:20]=1)(=[O:18])=[O:17])=[O:28]. The yield is 0.940.